This data is from Forward reaction prediction with 1.9M reactions from USPTO patents (1976-2016). The task is: Predict the product of the given reaction. (1) Given the reactants [CH2:1]([O:8][C:9]1[CH:14]=[CH:13][C:12]([C:15](=[O:23])[CH:16]=[C:17]([C:19]([O:21][CH3:22])=[O:20])[O-])=[CH:11][CH:10]=1)[C:2]1[CH:7]=[CH:6][CH:5]=[CH:4][CH:3]=1.[Na+].[Cl-].O[NH3+:27].CO, predict the reaction product. The product is: [CH3:22][O:21][C:19]([C:17]1[CH:16]=[C:15]([C:12]2[CH:13]=[CH:14][C:9]([O:8][CH2:1][C:2]3[CH:7]=[CH:6][CH:5]=[CH:4][CH:3]=3)=[CH:10][CH:11]=2)[O:23][N:27]=1)=[O:20]. (2) Given the reactants [NH:1]1[C:5]2[CH:6]=[CH:7][CH:8]=[CH:9][C:4]=2[N:3]=[N:2]1.[CH:10]1([NH2:16])[CH2:15][CH2:14][CH2:13][CH2:12][CH2:11]1.[CH2:17]=O, predict the reaction product. The product is: [N:1]1([CH2:17][NH:16][CH:10]2[CH2:15][CH2:14][CH2:13][CH2:12][CH2:11]2)[C:5]2[CH:6]=[CH:7][CH:8]=[CH:9][C:4]=2[N:3]=[N:2]1. (3) The product is: [CH:21]([C:20]1[NH:28][N:27]=[C:1]([C:4]2[CH:9]=[CH:8][CH:7]=[CH:6][CH:5]=2)[CH:2]=1)([CH3:22])[CH3:23]. Given the reactants [C:1]([C:4]1[CH:9]=[CH:8][CH:7]=[CH:6][CH:5]=1)(=O)[CH3:2].[Li+].C[Si]([N-][Si](C)(C)C)(C)C.[C:20](Cl)(=O)[CH:21]([CH3:23])[CH3:22].O.[NH2:27][NH2:28], predict the reaction product. (4) Given the reactants [Cl:1][C:2]1[C:7]([C:8]([F:11])([F:10])[F:9])=[CH:6][CH:5]=[CH:4][C:3]=1[C:12]([N:14]1[CH2:19][CH2:18][N:17]([CH2:20][CH3:21])[C:16](=[O:22])[CH2:15]1)=[O:13].BrC[CH:25]1[CH2:29][CH2:28]C[O:26]1, predict the reaction product. The product is: [Cl:1][C:2]1[C:7]([C:8]([F:11])([F:9])[F:10])=[CH:6][CH:5]=[CH:4][C:3]=1[C:12]([N:14]1[CH2:19][CH2:18][N:17]([CH2:20][CH:21]2[CH2:28][CH2:29][CH2:25][O:26]2)[C:16](=[O:22])[CH2:15]1)=[O:13].